This data is from CYP2C19 inhibition data for predicting drug metabolism from PubChem BioAssay. The task is: Regression/Classification. Given a drug SMILES string, predict its absorption, distribution, metabolism, or excretion properties. Task type varies by dataset: regression for continuous measurements (e.g., permeability, clearance, half-life) or binary classification for categorical outcomes (e.g., BBB penetration, CYP inhibition). Dataset: cyp2c19_veith. (1) The molecule is Cn1c(=O)c(-c2ccc(F)cc2)nc2cnc(Oc3ccccc3)nc21. The result is 0 (non-inhibitor). (2) The compound is COc1ccc(OC)c(C2C3=C(COC3=O)Nc3cc4c(cc32)OCO4)c1. The result is 1 (inhibitor). (3) The molecule is Cc1nc2n(c(=O)c1CCN1CCC(c3noc4cc(F)ccc34)CC1)CCCC2. The result is 0 (non-inhibitor).